Dataset: NCI-60 drug combinations with 297,098 pairs across 59 cell lines. Task: Regression. Given two drug SMILES strings and cell line genomic features, predict the synergy score measuring deviation from expected non-interaction effect. (1) Drug 1: C1=CC(=CC=C1CCCC(=O)O)N(CCCl)CCCl. Drug 2: CC(C)NC(=O)C1=CC=C(C=C1)CNNC.Cl. Cell line: MDA-MB-231. Synergy scores: CSS=26.0, Synergy_ZIP=0.0708, Synergy_Bliss=1.91, Synergy_Loewe=-2.73, Synergy_HSA=0.781. (2) Drug 1: CC1=C2C(C(=O)C3(C(CC4C(C3C(C(C2(C)C)(CC1OC(=O)C(C(C5=CC=CC=C5)NC(=O)OC(C)(C)C)O)O)OC(=O)C6=CC=CC=C6)(CO4)OC(=O)C)O)C)O. Drug 2: CC1=C(C(=CC=C1)Cl)NC(=O)C2=CN=C(S2)NC3=CC(=NC(=N3)C)N4CCN(CC4)CCO. Cell line: RPMI-8226. Synergy scores: CSS=0.849, Synergy_ZIP=0.0648, Synergy_Bliss=1.91, Synergy_Loewe=1.99, Synergy_HSA=0.274. (3) Drug 1: CS(=O)(=O)CCNCC1=CC=C(O1)C2=CC3=C(C=C2)N=CN=C3NC4=CC(=C(C=C4)OCC5=CC(=CC=C5)F)Cl. Drug 2: C1CC(=O)NC(=O)C1N2C(=O)C3=CC=CC=C3C2=O. Cell line: OVCAR-8. Synergy scores: CSS=-5.87, Synergy_ZIP=5.37, Synergy_Bliss=6.61, Synergy_Loewe=-5.62, Synergy_HSA=-4.71. (4) Drug 1: CC1C(C(CC(O1)OC2CC(CC3=C2C(=C4C(=C3O)C(=O)C5=C(C4=O)C(=CC=C5)OC)O)(C(=O)C)O)N)O.Cl. Drug 2: B(C(CC(C)C)NC(=O)C(CC1=CC=CC=C1)NC(=O)C2=NC=CN=C2)(O)O. Cell line: SW-620. Synergy scores: CSS=16.0, Synergy_ZIP=-8.94, Synergy_Bliss=-9.09, Synergy_Loewe=-10.8, Synergy_HSA=-8.97. (5) Drug 2: C1CCC(C(C1)N)N.C(=O)(C(=O)[O-])[O-].[Pt+4]. Cell line: SR. Drug 1: CC1C(C(CC(O1)OC2CC(CC3=C2C(=C4C(=C3O)C(=O)C5=C(C4=O)C(=CC=C5)OC)O)(C(=O)CO)O)N)O.Cl. Synergy scores: CSS=87.1, Synergy_ZIP=1.07, Synergy_Bliss=0.671, Synergy_Loewe=1.34, Synergy_HSA=4.52. (6) Cell line: HT29. Drug 2: CC1=C(C=C(C=C1)C(=O)NC2=CC(=CC(=C2)C(F)(F)F)N3C=C(N=C3)C)NC4=NC=CC(=N4)C5=CN=CC=C5. Drug 1: C1=CC(=CC=C1CCCC(=O)O)N(CCCl)CCCl. Synergy scores: CSS=11.2, Synergy_ZIP=-5.49, Synergy_Bliss=3.14, Synergy_Loewe=-1.62, Synergy_HSA=-0.974. (7) Drug 1: CCC1(CC2CC(C3=C(CCN(C2)C1)C4=CC=CC=C4N3)(C5=C(C=C6C(=C5)C78CCN9C7C(C=CC9)(C(C(C8N6C)(C(=O)OC)O)OC(=O)C)CC)OC)C(=O)OC)O.OS(=O)(=O)O. Drug 2: C1C(C(OC1N2C=NC(=NC2=O)N)CO)O. Cell line: KM12. Synergy scores: CSS=15.2, Synergy_ZIP=1.91, Synergy_Bliss=0.443, Synergy_Loewe=0.365, Synergy_HSA=1.82.